From a dataset of Full USPTO retrosynthesis dataset with 1.9M reactions from patents (1976-2016). Predict the reactants needed to synthesize the given product. (1) Given the product [NH2:1][C:2]1[N:6]([CH:42]2[CH2:43][CH2:44][NH:45][CH2:40][CH2:39]2)[N:5]=[C:4]([C:13]2[CH:14]=[CH:15][C:16]([O:19][C:20]3[CH:25]=[CH:24][CH:23]=[CH:22][CH:21]=3)=[CH:17][CH:18]=2)[C:3]=1[C:26]([NH2:28])=[O:27], predict the reactants needed to synthesize it. The reactants are: [NH2:1][C:2]1[N:6](C2CCCNC2)[N:5]=[C:4]([C:13]2[CH:18]=[CH:17][C:16]([O:19][C:20]3[CH:25]=[CH:24][CH:23]=[CH:22][CH:21]=3)=[CH:15][CH:14]=2)[C:3]=1[C:26]([NH2:28])=[O:27].O(C1C=[CH:40][C:39]([C:42](OC)=[C:43](C#N)[C:44]#[N:45])=CC=1)C1C=CC=CC=1.Cl.N(C1CCN(C(OCC2C=CC=CC=2)=O)CC1)N. (2) Given the product [F:1][C:2]([F:12])([F:11])[C:3]1[NH:8][C:7](=[O:16])[NH:6][C:5](=[O:10])[CH:4]=1, predict the reactants needed to synthesize it. The reactants are: [F:1][C:2]([F:12])([F:11])[C:3]1[NH:8][C:7](=S)[NH:6][C:5](=[O:10])[CH:4]=1.ClCC(O)=[O:16].[S]. (3) The reactants are: Br[C:2]1[CH:14]=[CH:13][C:5]([C:6]([O:8][C:9]([CH3:12])([CH3:11])[CH3:10])=[O:7])=[CH:4][CH:3]=1.[C:15]1([C:21]([C:29]2[CH:34]=[CH:33][CH:32]=[CH:31][CH:30]=2)=[N:22][CH2:23][C:24]([O:26][CH2:27][CH3:28])=[O:25])[CH:20]=[CH:19][CH:18]=[CH:17][CH:16]=1.P([O-])([O-])([O-])=O.[K+].[K+].[K+]. Given the product [C:15]1([C:21](=[N:22][CH:23]([C:2]2[CH:14]=[CH:13][C:5]([C:6]([O:8][C:9]([CH3:12])([CH3:11])[CH3:10])=[O:7])=[CH:4][CH:3]=2)[C:24]([O:26][CH2:27][CH3:28])=[O:25])[C:29]2[CH:30]=[CH:31][CH:32]=[CH:33][CH:34]=2)[CH:16]=[CH:17][CH:18]=[CH:19][CH:20]=1, predict the reactants needed to synthesize it. (4) Given the product [C:1]1([S:7]([N:10]2[C:14]3=[N:15][CH:16]=[C:17]([Cl:19])[CH:18]=[C:13]3[C:12]([CH2:20][C:21]3[CH:22]=[CH:23][C:24]([NH:27][CH2:39][C:35]4[CH:36]=[N:37][CH:38]=[C:33]([F:32])[CH:34]=4)=[N:25][CH:26]=3)=[CH:11]2)(=[O:9])=[O:8])[CH:6]=[CH:5][CH:4]=[CH:3][CH:2]=1, predict the reactants needed to synthesize it. The reactants are: [C:1]1([S:7]([N:10]2[C:14]3=[N:15][CH:16]=[C:17]([Cl:19])[CH:18]=[C:13]3[C:12]([CH2:20][C:21]3[CH:22]=[CH:23][C:24]([NH2:27])=[N:25][CH:26]=3)=[CH:11]2)(=[O:9])=[O:8])[CH:6]=[CH:5][CH:4]=[CH:3][CH:2]=1.C(O)(=O)C.[F:32][C:33]1[CH:34]=[C:35]([CH:39]=O)[CH:36]=[N:37][CH:38]=1.C([BH3-])#N.[Na+].C(=O)([O-])[O-].[K+].[K+]. (5) Given the product [CH3:1][S:2][C:3]1[CH:8]=[CH:7][C:6]([C:9]2[CH:14]=[CH:13][CH:12]=[C:11]([CH2:15][O:16][C:17]3[CH:22]=[CH:21][C:20]([C:23]4([CH2:27][C:28]([OH:30])=[O:29])[CH2:24][O:25][CH2:26]4)=[CH:19][CH:18]=3)[CH:10]=2)=[CH:5][CH:4]=1, predict the reactants needed to synthesize it. The reactants are: [CH3:1][S:2][C:3]1[CH:8]=[CH:7][C:6]([C:9]2[CH:14]=[CH:13][CH:12]=[C:11]([CH2:15][O:16][C:17]3[CH:22]=[CH:21][C:20]([C:23]4([CH2:27][C:28]([O:30]CC)=[O:29])[CH2:26][O:25][CH2:24]4)=[CH:19][CH:18]=3)[CH:10]=2)=[CH:5][CH:4]=1. (6) Given the product [C:1]([N:4]1[CH2:9][CH2:8][N:7]([CH2:10][C:11]2[N:19]3[C:14]([C:15]([NH2:20])=[N:16][CH:17]=[N:18]3)=[C:13]([C:21]3[CH:26]=[CH:25][C:24]([NH2:27])=[C:23]([F:35])[CH:22]=3)[CH:12]=2)[CH2:6][CH2:5]1)(=[O:3])[CH3:2], predict the reactants needed to synthesize it. The reactants are: [C:1]([N:4]1[CH2:9][CH2:8][N:7]([CH2:10][C:11]2[N:19]3[C:14]([C:15]([NH2:20])=[N:16][CH:17]=[N:18]3)=[C:13]([C:21]3[CH:26]=[CH:25][C:24]([NH:27]C(=O)OC(C)(C)C)=[C:23]([F:35])[CH:22]=3)[CH:12]=2)[CH2:6][CH2:5]1)(=[O:3])[CH3:2].C(O)(C(F)(F)F)=O.C(Cl)Cl.CO. (7) Given the product [CH:2]1([C:8]2[CH:13]=[CH:12][CH:11]=[CH:10][CH:9]=2)[CH2:7][CH2:6][CH2:5][CH2:4][CH2:3]1, predict the reactants needed to synthesize it. The reactants are: Cl[CH:2]1[CH2:7][CH2:6][CH2:5][CH2:4][CH2:3]1.[C:8]1([Mg]Br)[CH:13]=[CH:12][CH:11]=[CH:10][CH:9]=1.N1C=CN=CC=1.